Task: Regression/Classification. Given a drug SMILES string, predict its toxicity properties. Task type varies by dataset: regression for continuous values (e.g., LD50, hERG inhibition percentage) or binary classification for toxic/non-toxic outcomes (e.g., AMES mutagenicity, cardiotoxicity, hepatotoxicity). Dataset: herg_karim.. Dataset: hERG potassium channel inhibition data for cardiac toxicity prediction from Karim et al. The molecule is CN(CCN1CC2CN(CCOc3ccc(C#N)cc3F)CC(C1)O2)S(=O)(=O)c1ccc2c(c1)CCO2. The result is 0 (non-blocker).